From a dataset of Forward reaction prediction with 1.9M reactions from USPTO patents (1976-2016). Predict the product of the given reaction. (1) Given the reactants Cl.[CH3:2][C:3]1[CH:8]=[CH:7][CH:6]=[CH:5][C:4]=1[NH:9][NH2:10].[CH:11]1([C:16](=O)[CH2:17][C:18]#[N:19])[CH2:15][CH2:14][CH2:13][CH2:12]1, predict the reaction product. The product is: [CH:11]1([C:16]2[CH:17]=[C:18]([NH2:19])[N:9]([C:4]3[CH:5]=[CH:6][CH:7]=[CH:8][C:3]=3[CH3:2])[N:10]=2)[CH2:15][CH2:14][CH2:13][CH2:12]1. (2) Given the reactants [F:1][C:2]([F:7])([F:6])[C:3]([OH:5])=[O:4].[C:8]([C:10]1[C:11]([C:32]2[C:40]3[C:35](=[N:36][CH:37]=[C:38]([C:41]([F:44])([F:43])[F:42])[CH:39]=3)[N:34]([S:45]([C:48]3[CH:54]=[CH:53][C:51]([CH3:52])=[CH:50][CH:49]=3)(=[O:47])=[O:46])[CH:33]=2)=[N:12][C:13]([NH:16][C@@H:17]([CH:19]2[CH2:24][CH2:23][N:22](C(OC(C)(C)C)=O)[CH2:21][CH2:20]2)[CH3:18])=[N:14][CH:15]=1)#[N:9], predict the reaction product. The product is: [F:1][C:2]([F:7])([F:6])[C:3]([OH:5])=[O:4].[NH:22]1[CH2:21][CH2:20][CH:19]([C@H:17]([NH:16][C:13]2[N:12]=[C:11]([C:32]3[C:40]4[C:35](=[N:36][CH:37]=[C:38]([C:41]([F:43])([F:44])[F:42])[CH:39]=4)[N:34]([S:45]([C:48]4[CH:49]=[CH:50][C:51]([CH3:52])=[CH:53][CH:54]=4)(=[O:46])=[O:47])[CH:33]=3)[C:10]([C:8]#[N:9])=[CH:15][N:14]=2)[CH3:18])[CH2:24][CH2:23]1. (3) Given the reactants [CH3:1][C:2]1[CH:7]=[C:6]([CH3:8])[CH:5]=[C:4]([CH3:9])[C:3]=1[CH2:10][C:11](Cl)=[O:12].[NH2:14][CH:15]([CH2:18][CH:19]1[CH2:24][CH2:23][N:22]([O:25][CH3:26])[CH2:21][CH2:20]1)[C:16]#[N:17].C([O-])([O-])=O.[K+].[K+], predict the reaction product. The product is: [C:16]([CH:15]([NH:14][C:11](=[O:12])[CH2:10][C:3]1[C:2]([CH3:1])=[CH:7][C:6]([CH3:8])=[CH:5][C:4]=1[CH3:9])[CH2:18][CH:19]1[CH2:24][CH2:23][N:22]([O:25][CH3:26])[CH2:21][CH2:20]1)#[N:17]. (4) Given the reactants [NH:1]1[C:9]2[C:4](=[N:5][CH:6]=[CH:7][CH:8]=2)[C:3]([C:10]([O:12][CH3:13])=[O:11])=[CH:2]1.[Br:14][C:15]1[CH:20]=[CH:19][C:18]([CH2:21]Br)=[C:17]([F:23])[CH:16]=1, predict the reaction product. The product is: [Br:14][C:15]1[CH:20]=[CH:19][C:18]([CH2:21][N:1]2[C:9]3[C:4](=[N:5][CH:6]=[CH:7][CH:8]=3)[C:3]([C:10]([O:12][CH3:13])=[O:11])=[CH:2]2)=[C:17]([F:23])[CH:16]=1. (5) Given the reactants [CH3:1][O:2][C:3]([C:5]1[N:6]([CH2:23][C:24]2[CH:29]=[CH:28][CH:27]=[CH:26][CH:25]=2)[C:7](=[O:22])[C:8]2[C:13]([C:14]=1[C:15]1[CH:20]=[CH:19][CH:18]=[CH:17][CH:16]=1)=[CH:12][C:11](Br)=[CH:10][CH:9]=2)=[O:4].[CH2:30](B(O)O)[CH2:31][CH2:32][CH3:33].C(=O)([O-])[O-].[K+].[K+].C1(C)C=CC=CC=1, predict the reaction product. The product is: [CH3:1][O:2][C:3]([C:5]1[N:6]([CH2:23][C:24]2[CH:29]=[CH:28][CH:27]=[CH:26][CH:25]=2)[C:7](=[O:22])[C:8]2[C:13]([C:14]=1[C:15]1[CH:20]=[CH:19][CH:18]=[CH:17][CH:16]=1)=[CH:12][C:11]([CH2:30][CH2:31][CH2:32][CH3:33])=[CH:10][CH:9]=2)=[O:4]. (6) The product is: [CH2:13]([O:20][C:21]1[CH:26]=[CH:25][C:24]([Cl:27])=[CH:23][C:22]=1[C:28]1([CH3:8])[CH2:29][O:30]1)[C:14]1[CH:15]=[CH:16][CH:17]=[CH:18][CH:19]=1. Given the reactants [H-].[Na+].CS(C)=O.[I-].[CH3:8][S+](C)(C)=O.[CH2:13]([O:20][C:21]1[CH:26]=[CH:25][C:24]([Cl:27])=[CH:23][C:22]=1[C:28](=[O:30])[CH3:29])[C:14]1[CH:19]=[CH:18][CH:17]=[CH:16][CH:15]=1, predict the reaction product. (7) Given the reactants [H-].[Na+].[CH3:3][CH2:4][O:5][C:6]([CH:8](P(OCC)(OCC)=O)[F:9])=[O:7].[CH3:18][NH:19][C:20]1[CH:21]=[C:22]([C:26]2[CH:31]=[CH:30][C:29]([CH:32]=O)=[CH:28][CH:27]=2)[CH:23]=[CH:24][CH:25]=1.[Cl-].[NH4+], predict the reaction product. The product is: [F:9][C:8](=[CH:32][C:29]1[CH:28]=[CH:27][C:26]([C:22]2[CH:23]=[CH:24][CH:25]=[C:20]([NH:19][CH3:18])[CH:21]=2)=[CH:31][CH:30]=1)[C:6]([O:5][CH2:4][CH3:3])=[O:7].